This data is from Forward reaction prediction with 1.9M reactions from USPTO patents (1976-2016). The task is: Predict the product of the given reaction. (1) Given the reactants S(Cl)([Cl:3])=O.[CH2:5]([N:12]1[C:16]([CH2:17]O)=[C:15]([Cl:19])[N:14]=[C:13]1[C:20]1[CH:25]=[CH:24][C:23]([N+:26]([O-:28])=[O:27])=[CH:22][CH:21]=1)[C:6]1[CH:11]=[CH:10][CH:9]=[CH:8][CH:7]=1, predict the reaction product. The product is: [CH2:5]([N:12]1[C:16]([CH2:17][Cl:3])=[C:15]([Cl:19])[N:14]=[C:13]1[C:20]1[CH:25]=[CH:24][C:23]([N+:26]([O-:28])=[O:27])=[CH:22][CH:21]=1)[C:6]1[CH:11]=[CH:10][CH:9]=[CH:8][CH:7]=1. (2) Given the reactants C([O:5][C:6](=[O:19])[CH2:7][O:8][C:9]1[CH:14]=[CH:13][C:12]([C:15]#[N:16])=[CH:11][C:10]=1[C:17]#[CH:18])(C)(C)C.[CH3:20][N:21]([CH3:32])[S:22]([C:25]1[CH:26]=[N:27][CH:28]=[C:29](Br)[CH:30]=1)(=[O:24])=[O:23], predict the reaction product. The product is: [C:15]([C:12]1[CH:13]=[CH:14][C:9]([O:8][CH2:7][C:6]([OH:5])=[O:19])=[C:10]([C:17]#[C:18][C:29]2[CH:28]=[N:27][CH:26]=[C:25]([S:22]([N:21]([CH3:32])[CH3:20])(=[O:23])=[O:24])[CH:30]=2)[CH:11]=1)#[N:16].